Dataset: Reaction yield outcomes from USPTO patents with 853,638 reactions. Task: Predict the reaction yield, written as a fraction of the theoretical maximum amount of product (1.0 means a 100% yield; for example, 0.34 means a 34% yield). The reactants are [H-].[Na+].[CH3:3][CH2:4][C:5](=[O:8])[CH2:6][CH3:7].[CH:9]([O:11][CH3:12])=O.COS(OC)(=O)=O.[NH4+].[OH-]. The catalyst is C1(C)C=CC=CC=1.CO.CCOCC. The product is [CH3:12][O:11][CH:9]=[C:4]([CH3:3])[C:5](=[O:8])[CH2:6][CH3:7]. The yield is 0.740.